This data is from Reaction yield outcomes from USPTO patents with 853,638 reactions. The task is: Predict the reaction yield, written as a fraction of the theoretical maximum amount of product (1.0 means a 100% yield; for example, 0.34 means a 34% yield). (1) The product is [CH3:9][O:8][C@H:7]([CH3:10])[C@H:6]([NH:5][C:3]([O:2][CH3:1])=[O:4])[C:11]([N:13]1[CH2:17][CH2:16][CH2:15][C@H:14]1[C:18]1[NH:19][C:20]([C:23]2[CH:28]=[C:27]3[CH2:29][O:30][C:31]4[CH:58]=[C:57]5[C:34]([CH:35]=[CH:36][C:37]6[N:41]=[C:40]([C@@H:42]7[CH2:46][C@H:45]([CH2:47][O:48][CH3:49])[CH2:44][N:43]7[C:66](=[O:67])[C@H:65]([NH:64][C:62](=[O:63])[O:61][CH3:60])[C:69]7[CH:74]=[CH:73][CH:72]=[CH:71][CH:70]=7)[NH:39][C:38]=65)=[CH:33][C:32]=4[C:26]3=[CH:25][CH:24]=2)=[CH:21][N:22]=1)=[O:12]. The yield is 0.460. The catalyst is C(Cl)Cl.CO. The reactants are [CH3:1][O:2][C:3]([NH:5][C@H:6]([C:11]([N:13]1[CH2:17][CH2:16][CH2:15][C@H:14]1[C:18]1[NH:19][C:20]([C:23]2[CH:28]=[C:27]3[CH2:29][O:30][C:31]4[CH:58]=[C:57]5[C:34]([CH:35]=[CH:36][C:37]6[N:41]=[C:40]([C@@H:42]7[CH2:46][C@H:45]([CH2:47][O:48][CH3:49])[CH2:44][N:43]7C(OC(C)(C)C)=O)[NH:39][C:38]=65)=[CH:33][C:32]=4[C:26]3=[CH:25][CH:24]=2)=[CH:21][N:22]=1)=[O:12])[C@@H:7]([CH3:10])[O:8][CH3:9])=[O:4].Cl.[CH3:60][O:61][C:62]([NH:64][C@H:65]([C:69]1[CH:74]=[CH:73][CH:72]=[CH:71][CH:70]=1)[C:66](O)=[O:67])=[O:63].CCN(C(C)C)C(C)C.CCOC(C(C#N)=NOC(N1CCOCC1)=[N+](C)C)=O.F[P-](F)(F)(F)(F)F. (2) The reactants are [ClH:1].[CH2:2]=[C:3]([C:5]1[CH:13]=[CH:12][CH:11]=[C:10]2[C:6]=1[CH2:7][N:8]([CH2:17][C:18]1[C:23]([CH3:24])=[CH:22][C:21]([CH3:25])=[CH:20][C:19]=1[CH3:26])[CH:9]2[C:14]([OH:16])=[O:15])[CH3:4]. The catalyst is [Pd].CO. The product is [ClH:1].[CH:3]([C:5]1[CH:13]=[CH:12][CH:11]=[C:10]2[C:6]=1[CH2:7][N:8]([CH2:17][C:18]1[C:19]([CH3:26])=[CH:20][C:21]([CH3:25])=[CH:22][C:23]=1[CH3:24])[CH:9]2[C:14]([OH:16])=[O:15])([CH3:4])[CH3:2]. The yield is 0.650. (3) The reactants are Br[C:2]1[N:3]=[CH:4][C:5]([NH:8][C:9]([NH:11][C:12]2[CH:17]=[C:16]([CH3:18])[CH:15]=[CH:14][C:13]=2[O:19][CH3:20])=[O:10])=[N:6][CH:7]=1.[CH3:21][O-:22].[Na+]. The catalyst is CN1C(=O)CCC1.C(OCC)(=O)C. The product is [CH3:20][O:19][C:13]1[CH:14]=[CH:15][C:16]([CH3:18])=[CH:17][C:12]=1[NH:11][C:9]([NH:8][C:5]1[CH:4]=[N:3][C:2]([O:22][CH3:21])=[CH:7][N:6]=1)=[O:10]. The yield is 0.130.